The task is: Predict the product of the given reaction.. This data is from Forward reaction prediction with 1.9M reactions from USPTO patents (1976-2016). (1) The product is: [Br:1][C:2]1[C:3]([C:14]2[S:15][CH:16]([CH3:25])[C:17]([OH:23])([C:19]([F:22])([F:21])[F:20])[N:18]=2)=[CH:4][C:5]([NH:8][C:9]([NH:11][CH2:12][CH3:13])=[O:10])=[N:6][CH:7]=1. Given the reactants [Br:1][C:2]1[C:3]([C:14]2[S:15][CH2:16][C:17]([OH:23])([C:19]([F:22])([F:21])[F:20])[N:18]=2)=[CH:4][C:5]([NH:8][C:9]([NH:11][CH2:12][CH3:13])=[O:10])=[N:6][CH:7]=1.Br[C:25]1C(C(=S)N)=CC(NC(NCC)=O)=NC=1.BrC(C)C(=O)C(F)(F)F, predict the reaction product. (2) Given the reactants [C@H:1]1([NH:10][C:11]2[CH:20]=[CH:19][C:18]3[C:17]([C:21]#[N:22])=[CH:16][CH:15]=[CH:14][C:13]=3[N:12]=2)[C:9]2[C:4](=[CH:5][CH:6]=[CH:7][CH:8]=2)[CH2:3][CH2:2]1.Cl.[NH2:24][OH:25].C(=O)([O-])[O-].[Na+].[Na+], predict the reaction product. The product is: [OH:25][NH:24][C:21]([C:17]1[C:18]2[CH:19]=[CH:20][C:11]([NH:10][C@H:1]3[C:9]4[C:4](=[CH:5][CH:6]=[CH:7][CH:8]=4)[CH2:3][CH2:2]3)=[N:12][C:13]=2[CH:14]=[CH:15][CH:16]=1)=[NH:22]. (3) Given the reactants [Si:1]([N:8]1[C:23](=[O:24])[CH:22]2[CH:10]([CH:11]([CH2:25][O:26][CH:27]3[CH2:32][CH2:31][CH2:30][CH2:29][O:28]3)[CH2:12][C:13]3[NH:14][C:15]4[CH:16]=[CH:17][CH:18]=[CH:19][C:20]=4[C:21]=32)[C:9]1=[O:33])([C:4]([CH3:7])([CH3:6])[CH3:5])([CH3:3])[CH3:2].C(C1C(=O)C(Cl)=C(Cl)C(=O)C=1C#N)#N, predict the reaction product. The product is: [Si:1]([N:8]1[C:23](=[O:24])[C:22]2[C:21]3[C:20]4[CH:19]=[CH:18][CH:17]=[CH:16][C:15]=4[NH:14][C:13]=3[CH:12]=[C:11]([CH2:25][O:26][CH:27]3[CH2:32][CH2:31][CH2:30][CH2:29][O:28]3)[C:10]=2[C:9]1=[O:33])([C:4]([CH3:7])([CH3:5])[CH3:6])([CH3:2])[CH3:3].